From a dataset of Full USPTO retrosynthesis dataset with 1.9M reactions from patents (1976-2016). Predict the reactants needed to synthesize the given product. (1) Given the product [Cl:1][C:2]1[CH:3]=[C:4]([CH:14]([NH:23][S@@:21]([C:18]([CH3:20])([CH3:19])[CH3:17])=[O:22])[CH3:15])[CH:5]=[C:6]([CH3:13])[C:7]=1[O:8][CH2:9][CH:10]([F:12])[F:11], predict the reactants needed to synthesize it. The reactants are: [Cl:1][C:2]1[CH:3]=[C:4]([C:14](=O)[CH3:15])[CH:5]=[C:6]([CH3:13])[C:7]=1[O:8][CH2:9][CH:10]([F:12])[F:11].[CH3:17][C:18]([S@:21]([NH2:23])=[O:22])([CH3:20])[CH3:19]. (2) Given the product [Cl:23][CH2:24][C@H:25]([C@H:27]1[CH2:36][CH2:35][C:34]2[C:29](=[CH:30][CH:31]=[C:32]([F:37])[CH:33]=2)[O:28]1)[OH:26], predict the reactants needed to synthesize it. The reactants are: B(Cl)([C@@H]1[C@@H](C)[C@H]2C(C)(C)[C@H](C2)C1)[C@@H]1[C@@H](C)[C@H]2C(C)(C)[C@H](C2)C1.[Cl:23][CH2:24][C:25]([CH:27]1[CH2:36][CH2:35][C:34]2[C:29](=[CH:30][CH:31]=[C:32]([F:37])[CH:33]=2)[O:28]1)=[O:26].CC(C)=O.C(=O)([O-])[O-].[Na+].[Na+]. (3) The reactants are: [F:1][CH:2]([F:19])[CH2:3][NH:4][C:5]1[CH:6]=[N:7][CH:8]=[CH:9][C:10]=1[C:11]1[C:12]([O:17][CH3:18])=[N:13][CH:14]=[CH:15][CH:16]=1.[F:20][C:21]([F:36])([F:35])[C:22]1[CH:23]=[C:24]([CH:28]=[C:29]([C:31]([F:34])([F:33])[F:32])[N:30]=1)[C:25](O)=[O:26]. Given the product [F:19][CH:2]([F:1])[CH2:3][N:4]([C:5]1[CH:6]=[N:7][CH:8]=[CH:9][C:10]=1[C:11]1[C:12]([O:17][CH3:18])=[N:13][CH:14]=[CH:15][CH:16]=1)[C:25](=[O:26])[C:24]1[CH:28]=[C:29]([C:31]([F:32])([F:33])[F:34])[N:30]=[C:22]([C:21]([F:36])([F:20])[F:35])[CH:23]=1, predict the reactants needed to synthesize it. (4) The reactants are: Br[C:2]1[C:7]([F:8])=[CH:6][C:5]([NH:9][C:10](=[O:12])[CH3:11])=[C:4]([CH2:13][CH3:14])[CH:3]=1.[C:15]([Cu])#[N:16]. Given the product [C:15]([C:2]1[C:7]([F:8])=[CH:6][C:5]([NH:9][C:10](=[O:12])[CH3:11])=[C:4]([CH2:13][CH3:14])[CH:3]=1)#[N:16], predict the reactants needed to synthesize it. (5) The reactants are: N[C:2]1[C:7]([OH:8])=[CH:6][C:5]([Br:9])=[CH:4][N:3]=1.[CH2:10]([NH2:16])[C:11]1[O:15][CH:14]=[CH:13][CH:12]=1. Given the product [Br:9][C:5]1[CH:6]=[C:7]([OH:8])[CH:2]=[N:3][CH:4]=1.[CH2:10]([NH2:16])[C:11]1[O:15][CH:14]=[CH:13][CH:12]=1, predict the reactants needed to synthesize it. (6) Given the product [C:4]([O:8][C:9](=[O:18])[NH:10][C:11]1[CH:16]=[CH:15][N:14]=[CH:13][C:12]=1[C:1]#[C:2][CH3:3])([CH3:7])([CH3:6])[CH3:5], predict the reactants needed to synthesize it. The reactants are: [CH:1]#[C:2][CH3:3].[C:4]([O:8][C:9](=[O:18])[NH:10][C:11]1[CH:16]=[CH:15][N:14]=[CH:13][C:12]=1I)([CH3:7])([CH3:6])[CH3:5].C(OCC)(=O)C.[Cl-].[NH4+]. (7) Given the product [NH2:12][CH:10]([C:6]1[CH:5]=[C:4]([CH:9]=[CH:8][CH:7]=1)[C:3]([O:2][CH3:1])=[O:15])[CH3:11], predict the reactants needed to synthesize it. The reactants are: [CH3:1][O:2][C:3](=[O:15])[C:4]1[CH:9]=[CH:8][CH:7]=[C:6]([CH:10]([N:12]=[N+]=[N-])[CH3:11])[CH:5]=1.[H][H]. (8) Given the product [N+:1]([C:4]1[CH:5]=[CH:6][C:7]([CH2:8][C:9]2[CH:14]=[CH:13][C:12]3[N:15]=[C:18]([NH2:19])[S:20][C:11]=3[CH:10]=2)=[CH:16][CH:17]=1)([O-:3])=[O:2], predict the reactants needed to synthesize it. The reactants are: [N+:1]([C:4]1[CH:17]=[CH:16][C:7]([CH2:8][C:9]2[CH:14]=[CH:13][C:12]([NH2:15])=[CH:11][CH:10]=2)=[CH:6][CH:5]=1)([O-:3])=[O:2].[C:18]([S-:20])#[N:19].[K+].BrBr. (9) Given the product [CH2:25]([O:24][C:19]1[CH:20]=[CH:21][CH:22]=[CH:23][C:18]=1[C:13]1[C:12]([C:8]2[CH:9]=[CH:10][CH:11]=[C:6]([C:4]([OH:5])=[O:3])[CH:7]=2)=[CH:17][CH:16]=[CH:15][CH:14]=1)[C:26]1[CH:31]=[CH:30][CH:29]=[CH:28][CH:27]=1, predict the reactants needed to synthesize it. The reactants are: C([O:3][C:4]([C:6]1[CH:7]=[C:8]([C:12]2[C:13]([C:18]3[CH:23]=[CH:22][CH:21]=[CH:20][C:19]=3[O:24][CH2:25][C:26]3[CH:31]=[CH:30][CH:29]=[CH:28][CH:27]=3)=[CH:14][CH:15]=[CH:16][CH:17]=2)[CH:9]=[CH:10][CH:11]=1)=[O:5])C.[OH-].[Na+].O.